Dataset: Reaction yield outcomes from USPTO patents with 853,638 reactions. Task: Predict the reaction yield, written as a fraction of the theoretical maximum amount of product (1.0 means a 100% yield; for example, 0.34 means a 34% yield). The reactants are [CH3:1][C:2]1([O:15][CH2:16][CH2:17]/[CH:18]=[CH:19]/[C:20](=[O:22])[CH3:21])[CH2:7][CH2:6][N:5]([C:8]([O:10][C:11]([CH3:14])([CH3:13])[CH3:12])=[O:9])[CH2:4][CH2:3]1. The catalyst is CO.[Pd]. The product is [CH3:1][C:2]1([O:15][CH2:16][CH2:17][CH2:18][CH2:19][C:20](=[O:22])[CH3:21])[CH2:7][CH2:6][N:5]([C:8]([O:10][C:11]([CH3:12])([CH3:13])[CH3:14])=[O:9])[CH2:4][CH2:3]1. The yield is 0.930.